Task: Predict the reactants needed to synthesize the given product.. Dataset: Full USPTO retrosynthesis dataset with 1.9M reactions from patents (1976-2016) Given the product [Cl:17][C:6]1[CH:5]=[N:4][CH:3]=[C:2]([C:23]2[CH:22]=[N:21][C:20]([S:19][CH3:18])=[N:25][CH:24]=2)[C:7]=1[N:8]1[CH2:13][CH2:12][CH:11]([C:14]([NH2:16])=[O:15])[CH2:10][CH2:9]1, predict the reactants needed to synthesize it. The reactants are: Cl[C:2]1[CH:3]=[N:4][CH:5]=[C:6]([Cl:17])[C:7]=1[N:8]1[CH2:13][CH2:12][CH:11]([C:14]([NH2:16])=[O:15])[CH2:10][CH2:9]1.[CH3:18][S:19][C:20]1[N:25]=[CH:24][C:23](B(O)O)=[CH:22][N:21]=1.C(=O)([O-])[O-].[Na+].[Na+].